Predict which catalyst facilitates the given reaction. From a dataset of Catalyst prediction with 721,799 reactions and 888 catalyst types from USPTO. Reactant: C([S:4][CH:5]1[CH2:10][CH2:9][N:8]([CH:11]([C:17]2[CH:22]=[CH:21][CH:20]=[CH:19][C:18]=2[F:23])[C:12]([CH:14]2[CH2:16][CH2:15]2)=[O:13])[CH2:7]/[C:6]/1=[CH:24]\[CH2:25][N:26]1[CH2:31][CH2:30][N:29]([CH2:32][C:33]([O:35][CH2:36][CH3:37])=[O:34])[CH2:28][CH2:27]1)(=O)C.C(=O)([O-])[O-].[K+].[K+].O. Product: [CH:14]1([C:12](=[O:13])[CH:11]([N:8]2[CH2:9][CH2:10][CH:5]([SH:4])/[C:6](=[CH:24]/[CH2:25][N:26]3[CH2:27][CH2:28][N:29]([CH2:32][C:33]([O:35][CH2:36][CH3:37])=[O:34])[CH2:30][CH2:31]3)/[CH2:7]2)[C:17]2[CH:22]=[CH:21][CH:20]=[CH:19][C:18]=2[F:23])[CH2:16][CH2:15]1. The catalyst class is: 8.